From a dataset of Forward reaction prediction with 1.9M reactions from USPTO patents (1976-2016). Predict the product of the given reaction. (1) Given the reactants [NH2:1][C:2]1[CH:7]=[C:6]([CH3:8])[CH:5]=[CH:4][N:3]=1.N1C=CC=CC=1.[Cl:15][C:16]1[CH:21]=[C:20]([O:22][C:23]2[C:24]3[N:31]([CH3:32])[CH:30]=[CH:29][C:25]=3[N:26]=[CH:27][N:28]=2)[CH:19]=[CH:18][C:17]=1[NH:33][C:34](=O)[O:35]C1C=CC=CC=1, predict the reaction product. The product is: [Cl:15][C:16]1[CH:21]=[C:20]([O:22][C:23]2[C:24]3[N:31]([CH3:32])[CH:30]=[CH:29][C:25]=3[N:26]=[CH:27][N:28]=2)[CH:19]=[CH:18][C:17]=1[NH:33][C:34]([NH:1][C:2]1[CH:7]=[C:6]([CH3:8])[CH:5]=[CH:4][N:3]=1)=[O:35]. (2) Given the reactants [CH2:1]([S:3]([C:6]1[CH:11]=[CH:10][C:9](B(O)O)=[CH:8][CH:7]=1)(=[O:5])=[O:4])[CH3:2].Cl[C:16]1[CH:17]=[C:18]([B:23]2[NH:34][C:33]3[C:35]4[C:29]([CH:30]=[CH:31][CH:32]=3)=[CH:28][CH:27]=[CH:26][C:25]=4[NH:24]2)[CH:19]=[CH:20][C:21]=1[F:22].P([O-])([O-])[O-].[K+].[K+].[K+].C1(P(C2CCCCC2)C2C=CC=CC=2C2C(OC)=CC=CC=2OC)CCCCC1, predict the reaction product. The product is: [CH2:1]([S:3]([C:6]1[CH:11]=[CH:10][C:9]([C:16]2[C:21]([F:22])=[CH:20][CH:19]=[C:18]([B:23]3[NH:24][C:25]4[C:35]5[C:29]([CH:28]=[CH:27][CH:26]=4)=[CH:30][CH:31]=[CH:32][C:33]=5[NH:34]3)[CH:17]=2)=[CH:8][CH:7]=1)(=[O:5])=[O:4])[CH3:2].